The task is: Regression. Given a target protein amino acid sequence and a drug SMILES string, predict the binding affinity score between them. We predict pKi (pKi = -log10(Ki in M); higher means stronger inhibition). Dataset: bindingdb_ki.. This data is from Drug-target binding data from BindingDB using Ki measurements. (1) The drug is O=C(O)c1ccccc1Nc1cccc(C(F)(F)F)c1. The target protein (P12104) has sequence MAFDSTWKVDRSENYDKFMEKMGVNIVKRKLAAHDNLKLTITQEGNKFTVKESSAFRNIEVVFELGVTFNYNLADGTELRGTWSLEGNKLIGKFKRTDNGNELNTVREIIGDELVQTYVYEGVEAKRIFKKD. The pKi is 4.8. (2) The small molecule is CCc1ccc2c(ccn2[C@H]2C[C@H](O)[C@@H](COP(=O)(O)OP(=O)(O)OP(=O)(O)O)O2)c1. The target protein sequence is MITVNEKEHILEQKYRPSTIDECILPAFDKETFKSITSKGKIPHIILHSPSPGTGKTTVAKALCHDVNADMMFVNGSDCKIDFVRGPLTNFASAASFDGRQKVIVIDEFDRSGLAESQRHLRSFMEAYSSNCSIIITANNIDGIIKPLQSRCRVITFGQPTDEDKIEMMKQMIRLLTEICKHEGIAIADMKVVAALVKKNFPDFRKTIGELDSYSSKGVLDAGILSLVTNDRGAIDDVLESLKNKDVKQLRALAPKYAADYSWFVGKLAEEIYSRVTPQSIIRMYEIVGENNQYHGIAANTELHLAYLFIQLACEMQWKMSLFKDDIQLNEHQVAWYSKDWTAVQSAADSFKEKAENEFFEIIGAINNKTKCSIAQKDYSKFMVENALSQFPECMPAVYAMNLIGSGLSDEAHFNYLMAAVPRGKRYGKWAKLVEDSTEVLIIKLLAKRYQVNTNDAINYKSILTKNGKLPLVLKELKGLVTDDFLKEVTKNVKEQKQLK.... The pKi is 5.0. (3) The small molecule is CSc1nc2c(N)ncnc2n1C1O[C@H](COP(=O)(O)OP(=O)(O)O)[C@@H](O)[C@H]1O. The pKi is 2.3. The target protein (P12928) has sequence MSVQENTLPQQLWPWIFRSQKDLAKSALSGAPGGPAGYLRRASVAQLTQELGTAFFQQQQLPAAMADTFLEHLCLLDIDSQPVAARSTSIIATIGPASRSVDRLKEMIKAGMNIARLNFSHGSHEYHAESIANIREATESFATSPLSYRPVAIALDTKGPEIRTGVLQGGPESEVEIVKGSQVLVTVDPKFQTRGDAKTVWVDYHNITRVVAVGGRIYIDDGLISLVVQKIGPEGLVTEVEHGGILGSRKGVNLPNTEVDLPGLSEQDLLDLRFGVQHNVDIIFASFVRKASDVLAVRDALGPEGQNIKIISKIENHEGVKKFDEILEVSDGIMVARGDLGIEIPAEKVFLAQKMMIGRCNLAGKPVVCATQMLESMITKARPTRAETSDVANAVLDGADCIMLSGETAKGSFPVEAVMMQHAIAREAEAAVYHRQLFEELRRAAPLSRDPTEVTAIGAVEASFKCCAAAIIVLTKTGRSAQLLSQYRPRAAVIAVTRSA.... (4) The drug is CNC1CN(c2nc(N)nc3c2CCCc2ccccc2-3)C1. The target protein (Q91ZY1) has sequence MSESNGTDVLPLTAQVPLAFLMSLLAFAITIGNAVVILAFVADRNLRHRSNYFFLNLAISDFFVGVISIPLYIPHTLFNWNFGSGICMFWLITDYLLCTASVYSIVLISYDRYQSVSNAVRYRAQHTGILKIVAQMVAVWILAFLVNGPMILASDSWKNSTNTEECEPGFVTEWYILAITAFLEFLLPVSLVVYFSVQIYWSLWKRGSLSRCPSHAGFIATSSRGTGHSRRTGLACRTSLPGLKEPAASLHSESPRGKSSLLVSLRTHMSGSIIAFKVGSFCRSESPVLHQREHVELLRGRKLARSLAVLLSAFAICWAPYCLFTIVLSTYRRGERPKSIWYSIAFWLQWFNSLINPFLYPLCHRRFQKAFWKILCVTKQPAPSQTQSVSS. The pKi is 8.4.